The task is: Regression. Given two drug SMILES strings and cell line genomic features, predict the synergy score measuring deviation from expected non-interaction effect.. This data is from NCI-60 drug combinations with 297,098 pairs across 59 cell lines. (1) Drug 1: CC1=C(C=C(C=C1)NC2=NC=CC(=N2)N(C)C3=CC4=NN(C(=C4C=C3)C)C)S(=O)(=O)N.Cl. Drug 2: CN(C)C1=NC(=NC(=N1)N(C)C)N(C)C. Cell line: COLO 205. Synergy scores: CSS=-13.0, Synergy_ZIP=6.98, Synergy_Bliss=1.12, Synergy_Loewe=-8.93, Synergy_HSA=-8.50. (2) Drug 1: C1=CC=C(C(=C1)C(C2=CC=C(C=C2)Cl)C(Cl)Cl)Cl. Drug 2: C(CCl)NC(=O)N(CCCl)N=O. Cell line: 786-0. Synergy scores: CSS=6.49, Synergy_ZIP=-2.86, Synergy_Bliss=-1.81, Synergy_Loewe=-8.59, Synergy_HSA=-2.10. (3) Drug 1: C1CCC(CC1)NC(=O)N(CCCl)N=O. Cell line: SN12C. Drug 2: CC12CCC3C(C1CCC2OP(=O)(O)O)CCC4=C3C=CC(=C4)OC(=O)N(CCCl)CCCl.[Na+]. Synergy scores: CSS=2.13, Synergy_ZIP=-6.33, Synergy_Bliss=-10.6, Synergy_Loewe=-10.3, Synergy_HSA=-9.91.